This data is from Forward reaction prediction with 1.9M reactions from USPTO patents (1976-2016). The task is: Predict the product of the given reaction. (1) Given the reactants [N+:1]([C:4]1[CH:5]=[C:6]([CH:9]=[CH:10][CH:11]=1)[CH:7]=O)([O-:3])=[O:2].[CH3:12][N:13]([CH3:17])[CH2:14][CH2:15][NH2:16].C(O[BH-](OC(=O)C)OC(=O)C)(=O)C.[Na+].[C:32](O[C:32]([C:34]([F:37])([F:36])[F:35])=[O:33])([C:34]([F:37])([F:36])[F:35])=[O:33], predict the reaction product. The product is: [CH3:12][N:13]([CH3:17])[CH2:14][CH2:15][N:16]([CH2:7][C:6]1[CH:9]=[CH:10][CH:11]=[C:4]([N+:1]([O-:3])=[O:2])[CH:5]=1)[C:32](=[O:33])[C:34]([F:37])([F:36])[F:35]. (2) The product is: [NH2:14][C@@:13]1([C:19]2[CH:24]=[CH:23][CH:22]=[CH:21][C:20]=2[F:25])[CH2:17][O:18][C@@H:10]([CH2:9][O:8][CH2:1][C:2]2[CH:7]=[CH:6][CH:5]=[CH:4][CH:3]=2)[CH2:11][C@H:12]1[CH2:16][OH:15]. Given the reactants [CH2:1]([O:8][CH2:9][C@@H:10]1[O:18][CH2:17][C@:13]2([C:19]3[CH:24]=[CH:23][CH:22]=[CH:21][C:20]=3[F:25])[NH:14][O:15][CH2:16][C@@H:12]2[CH2:11]1)[C:2]1[CH:7]=[CH:6][CH:5]=[CH:4][CH:3]=1, predict the reaction product. (3) Given the reactants C([Cl:9])(=O)C1C=CC=CC=1.[C:10]1([C:16]2([C:22]3[N:23]([CH2:27][C:28]4[CH:33]=[CH:32][CH:31]=[CH:30][CH:29]=4)C=CN=3)CCNCC2)[CH:15]=[CH:14][CH:13]=[CH:12][CH:11]=1.[CH2:34]([N:36]([CH2:39][CH3:40])[CH2:37][CH3:38])C.O, predict the reaction product. The product is: [ClH:9].[Cl:9][C:22]([C:16]1([C:10]2[CH:15]=[CH:14][CH:13]=[CH:12][CH:11]=2)[CH2:40][CH2:39][N:36]([CH3:34])[CH2:37][CH2:38]1)=[N:23][CH2:27][C:28]1[CH:33]=[CH:32][CH:31]=[CH:30][CH:29]=1. (4) Given the reactants [NH2:1][C:2]1[N:6]([C:7]2[C:12]([Cl:13])=[CH:11][C:10]([Cl:14])=[CH:9][C:8]=2[Cl:15])[N:5]=[C:4]([CH:16]([CH3:18])[CH3:17])[C:3]=1[C:19]#[N:20].[OH:21]S(O)(=O)=O.[OH-].[Na+], predict the reaction product. The product is: [NH2:1][C:2]1[N:6]([C:7]2[C:12]([Cl:13])=[CH:11][C:10]([Cl:14])=[CH:9][C:8]=2[Cl:15])[N:5]=[C:4]([CH:16]([CH3:18])[CH3:17])[C:3]=1[C:19]([NH2:20])=[O:21]. (5) The product is: [Cl:23][C:24]1[CH:29]=[CH:28][CH:27]=[C:26]([Cl:30])[C:25]=1[C:31]1[C:35]([C:36]([O:1][CH2:2][CH2:3][CH2:4][N:5]2[CH2:10][CH2:9][CH:8]([C:11]3[CH:16]=[CH:15][CH:14]=[C:13]([NH:17][C:18](=[O:22])[CH:19]([CH3:20])[CH3:21])[CH:12]=3)[CH2:7][CH2:6]2)=[O:37])=[C:34]([CH3:39])[O:33][N:32]=1. Given the reactants [OH:1][CH2:2][CH2:3][CH2:4][N:5]1[CH2:10][CH2:9][CH:8]([C:11]2[CH:12]=[C:13]([NH:17][C:18](=[O:22])[CH:19]([CH3:21])[CH3:20])[CH:14]=[CH:15][CH:16]=2)[CH2:7][CH2:6]1.[Cl:23][C:24]1[CH:29]=[CH:28][CH:27]=[C:26]([Cl:30])[C:25]=1[C:31]1[C:35]([C:36](Cl)=[O:37])=[C:34]([CH3:39])[O:33][N:32]=1, predict the reaction product. (6) Given the reactants [CH3:1][N:2]([C:4]([CH2:6][N:7]1[C:15]2[C:10](=[CH:11][CH:12]=[C:13]([C:16]([OH:18])=[O:17])[CH:14]=2)[C:9]([CH:19]2[CH2:24][CH2:23][CH2:22][CH2:21][CH2:20]2)=[C:8]1[C:25]1[CH:26]=[C:27]2[C:32](=[CH:33][CH:34]=1)[N:31]=[C:30]([C:35]1[S:39][C:38]([CH3:40])=[N:37][C:36]=1[CH3:41])[CH:29]=[CH:28]2)=[O:5])[CH3:3].COC(C1[CH:54]=[C:53]2[C:49]([C:50](C3CCCCC3)=[C:51](C3C=C4C(=CC=3)N=C(C3SC(C)=NC=3C)C=C4)[N:52]2[CH2:55][C:56](=[O:60])N(C)C)=CC=1)=O.N1CCC(N2CCOCC2)CC1, predict the reaction product. The product is: [CH:19]1([C:9]2[C:10]3[C:15](=[CH:14][C:13]([C:16]([OH:18])=[O:17])=[CH:12][CH:11]=3)[N:7]([CH2:6][C:4]([N:2]3[CH2:1][CH2:54][CH:53]([N:52]4[CH2:55][CH2:56][O:60][CH2:50][CH2:51]4)[CH2:49][CH2:3]3)=[O:5])[C:8]=2[C:25]2[CH:26]=[C:27]3[C:32](=[CH:33][CH:34]=2)[N:31]=[C:30]([C:35]2[S:39][C:38]([CH3:40])=[N:37][C:36]=2[CH3:41])[CH:29]=[CH:28]3)[CH2:20][CH2:21][CH2:22][CH2:23][CH2:24]1. (7) Given the reactants [N:1]1([C:7]2[CH:8]=[CH:9][C:10]3[N:11]([C:13]([C:16]([F:19])([F:18])[F:17])=[N:14][N:15]=3)[N:12]=2)[CH2:6][CH2:5][NH:4][CH2:3][CH2:2]1.[Cl:20][C:21]1[CH:35]=[CH:34][C:24]([O:25][C:26]2[CH:33]=[CH:32][C:29]([CH:30]=O)=[CH:28][CH:27]=2)=[CH:23][CH:22]=1, predict the reaction product. The product is: [Cl:20][C:21]1[CH:35]=[CH:34][C:24]([O:25][C:26]2[CH:33]=[CH:32][C:29]([CH2:30][N:4]3[CH2:3][CH2:2][N:1]([C:7]4[CH:8]=[CH:9][C:10]5[N:11]([C:13]([C:16]([F:17])([F:18])[F:19])=[N:14][N:15]=5)[N:12]=4)[CH2:6][CH2:5]3)=[CH:28][CH:27]=2)=[CH:23][CH:22]=1. (8) Given the reactants [CH:1]([C:4]1[CH:5]=[CH:6][CH:7]=[C:8]2[C:12]=1[NH:11][C:10](=O)[C:9]2=O)([CH3:3])[CH3:2].[BH4-].[Li+], predict the reaction product. The product is: [CH:1]([C:4]1[CH:5]=[CH:6][CH:7]=[C:8]2[C:12]=1[NH:11][CH:10]=[CH:9]2)([CH3:3])[CH3:2]. (9) Given the reactants [CH3:1][N:2]([CH3:10])[CH:3]1[CH2:8][CH2:7][CH:6]([OH:9])[CH2:5][CH2:4]1.[H-].[Na+].Cl[C:14]1[C:15]2[C:22]([C:23]#[N:24])=[CH:21][NH:20][C:16]=2[N:17]=[CH:18][N:19]=1, predict the reaction product. The product is: [CH3:1][N:2]([CH3:10])[CH:3]1[CH2:8][CH2:7][CH:6]([O:9][C:14]2[C:15]3[C:22]([C:23]#[N:24])=[CH:21][NH:20][C:16]=3[N:17]=[CH:18][N:19]=2)[CH2:5][CH2:4]1.